Dataset: NCI-60 drug combinations with 297,098 pairs across 59 cell lines. Task: Regression. Given two drug SMILES strings and cell line genomic features, predict the synergy score measuring deviation from expected non-interaction effect. (1) Drug 1: C1C(C(OC1N2C=C(C(=O)NC2=O)F)CO)O. Drug 2: C1C(C(OC1N2C=NC3=C(N=C(N=C32)Cl)N)CO)O. Cell line: SK-MEL-28. Synergy scores: CSS=21.0, Synergy_ZIP=-7.32, Synergy_Bliss=-5.36, Synergy_Loewe=-2.53, Synergy_HSA=-2.30. (2) Drug 1: CCCS(=O)(=O)NC1=C(C(=C(C=C1)F)C(=O)C2=CNC3=C2C=C(C=N3)C4=CC=C(C=C4)Cl)F. Drug 2: C1=CC(=CC=C1CC(C(=O)O)N)N(CCCl)CCCl.Cl. Cell line: ACHN. Synergy scores: CSS=46.8, Synergy_ZIP=2.78, Synergy_Bliss=4.94, Synergy_Loewe=0.0222, Synergy_HSA=4.70. (3) Drug 1: C1CCN(CC1)CCOC2=CC=C(C=C2)C(=O)C3=C(SC4=C3C=CC(=C4)O)C5=CC=C(C=C5)O. Drug 2: C(CCl)NC(=O)N(CCCl)N=O. Cell line: MDA-MB-435. Synergy scores: CSS=-5.06, Synergy_ZIP=5.80, Synergy_Bliss=4.65, Synergy_Loewe=0.00980, Synergy_HSA=-2.36.